This data is from Reaction yield outcomes from USPTO patents with 853,638 reactions. The task is: Predict the reaction yield, written as a fraction of the theoretical maximum amount of product (1.0 means a 100% yield; for example, 0.34 means a 34% yield). (1) The reactants are [NH2:1][C:2]1[C:11]2[C:6](=[C:7](I)[C:8]([F:12])=[CH:9][CH:10]=2)[N:5]=[N:4][C:3]=1[C:14]([NH:16][CH:17]1[CH2:19][CH2:18]1)=[O:15].[F:20][C:21]1[CH:26]=[CH:25][CH:24]=[C:23]([O:27][CH3:28])[C:22]=1B(O)O. No catalyst specified. The product is [NH2:1][C:2]1[C:11]2[C:6](=[C:7]([C:22]3[C:23]([O:27][CH3:28])=[CH:24][CH:25]=[CH:26][C:21]=3[F:20])[C:8]([F:12])=[CH:9][CH:10]=2)[N:5]=[N:4][C:3]=1[C:14]([NH:16][CH:17]1[CH2:19][CH2:18]1)=[O:15]. The yield is 0.330. (2) The reactants are [OH:1][C:2]1[CH:9]=[CH:8][C:5]([CH:6]=[O:7])=[C:4]([N+:10]([O-:12])=[O:11])[C:3]=1[O:13][CH3:14].C(=O)([O-])[O-].[K+].[K+].[CH2:21](Br)[C:22]1[CH:27]=[CH:26][CH:25]=[CH:24][CH:23]=1. The catalyst is CN(C=O)C. The product is [CH2:21]([O:1][C:2]1[CH:9]=[CH:8][C:5]([CH:6]=[O:7])=[C:4]([N+:10]([O-:12])=[O:11])[C:3]=1[O:13][CH3:14])[C:22]1[CH:27]=[CH:26][CH:25]=[CH:24][CH:23]=1. The yield is 0.970. (3) The catalyst is CN(C=O)C.C(OCC)C. The product is [C:7]([Si:10]([O:23][CH2:22][CH2:21][C:18]1[O:17][C:16]([CH2:14][CH3:15])=[CH:20][CH:19]=1)([CH3:12])[CH3:11])([CH3:9])([CH3:8])[CH3:6]. The reactants are N1C=CN=C1.[CH3:6][C:7]([Si:10](Cl)([CH3:12])[CH3:11])([CH3:9])[CH3:8].[CH2:14]([C:16]1[O:17][C:18]([CH2:21][CH2:22][OH:23])=[CH:19][CH:20]=1)[CH3:15]. The yield is 0.803. (4) The yield is 0.350. The product is [OH:2][C:3]1[CH:4]=[C:5]([CH2:21][CH2:22][C:23]([NH:25][CH3:26])=[O:24])[CH:6]=[C:7]([C:9]2[CH:18]=[CH:17][C:16]3[C:11](=[CH:12][CH:13]=[C:14]([OH:19])[CH:15]=3)[CH:10]=2)[CH:8]=1. No catalyst specified. The reactants are C[O:2][C:3]1[CH:4]=[C:5]([CH2:21][CH2:22][C:23]([NH:25][CH3:26])=[O:24])[CH:6]=[C:7]([C:9]2[CH:18]=[CH:17][C:16]3[C:11](=[CH:12][CH:13]=[C:14]([O:19]C)[CH:15]=3)[CH:10]=2)[CH:8]=1.[Cl-].[Cl-].[Cl-].[Al+3].